This data is from Full USPTO retrosynthesis dataset with 1.9M reactions from patents (1976-2016). The task is: Predict the reactants needed to synthesize the given product. (1) The reactants are: Br[CH2:2][CH2:3][CH2:4][CH2:5][O:6][C:7]1[CH:8]=[CH:9][C:10]2[C:14]([C:15]3[CH:20]=[CH:19][C:18]([Br:21])=[CH:17][CH:16]=3)=[C:13]([CH3:22])[S:12][C:11]=2[CH:23]=1.[NH:24]1[CH2:27][CH2:26][CH2:25]1. Given the product [Br:21][C:18]1[CH:19]=[CH:20][C:15]([C:14]2[C:10]3[CH:9]=[CH:8][C:7]([O:6][CH2:5][CH2:4][CH2:3][CH2:2][N:24]4[CH2:27][CH2:26][CH2:25]4)=[CH:23][C:11]=3[S:12][C:13]=2[CH3:22])=[CH:16][CH:17]=1, predict the reactants needed to synthesize it. (2) The reactants are: [NH2:1][C:2]1[N:10]=[CH:9][CH:8]=[CH:7][C:3]=1[C:4]([OH:6])=[O:5].[CH3:11][Si](C=[N+]=[N-])(C)C. Given the product [CH3:11][O:5][C:4](=[O:6])[C:3]1[CH:7]=[CH:8][CH:9]=[N:10][C:2]=1[NH2:1], predict the reactants needed to synthesize it. (3) Given the product [CH2:1]([C:5]1[C:9]([CH2:10][O:11][C:12]2[CH:20]=[CH:19][C:15]([C:16]([NH:26][C:23]3([CH3:22])[CH2:25][CH2:24]3)=[O:18])=[CH:14][N:13]=2)=[C:8]([CH3:21])[O:7][N:6]=1)[CH2:2][CH2:3][CH3:4], predict the reactants needed to synthesize it. The reactants are: [CH2:1]([C:5]1[C:9]([CH2:10][O:11][C:12]2[CH:20]=[CH:19][C:15]([C:16]([OH:18])=O)=[CH:14][N:13]=2)=[C:8]([CH3:21])[O:7][N:6]=1)[CH2:2][CH2:3][CH3:4].[CH3:22][C:23]1([NH2:26])[CH2:25][CH2:24]1. (4) The reactants are: [F:1][C:2]([F:14])([F:13])[C:3]1[CH:8]=[CH:7][CH:6]=[CH:5][C:4]=1[CH2:9][C:10]([OH:12])=O.[Br:15][C:16]1[CH:17]=[CH:18][CH:19]=[C:20]2[C:29]=1[C:23]1([CH2:28][CH2:27][NH:26][CH2:25][CH2:24]1)[NH:22][C:21]2=[O:30]. Given the product [Br:15][C:16]1[CH:17]=[CH:18][CH:19]=[C:20]2[C:29]=1[C:23]1([CH2:24][CH2:25][N:26]([C:10](=[O:12])[CH2:9][C:4]3[CH:5]=[CH:6][CH:7]=[CH:8][C:3]=3[C:2]([F:1])([F:14])[F:13])[CH2:27][CH2:28]1)[NH:22][C:21]2=[O:30], predict the reactants needed to synthesize it. (5) Given the product [CH3:24][O:23][C:18]1[CH:19]=[CH:20][CH:21]=[CH:22][C:17]=1[C:13]1[CH:14]=[CH:15][CH:16]=[C:11]([N:9]2[CH:10]=[C:6]([C:4]([C:27]3[S:26][CH:30]=[CH:29][N:28]=3)=[O:5])[N:7]=[CH:8]2)[CH:12]=1, predict the reactants needed to synthesize it. The reactants are: CON(C)[C:4]([C:6]1[N:7]=[CH:8][N:9]([C:11]2[CH:12]=[C:13]([C:17]3[CH:22]=[CH:21][CH:20]=[CH:19][C:18]=3[O:23][CH3:24])[CH:14]=[CH:15][CH:16]=2)[CH:10]=1)=[O:5].[S:26]1[CH:30]=[CH:29][N:28]=[CH:27]1. (6) Given the product [Na+:14].[C:1]([O-:12])(=[O:11])[C:2]1[C:3](=[CH:5][C:6](=[CH:8][C:9]=1[CH3:10])[OH:7])[OH:4], predict the reactants needed to synthesize it. The reactants are: [C:1]([OH:12])(=[O:11])[C:2]1[C:3](=[CH:5][C:6](=[CH:8][C:9]=1[CH3:10])[OH:7])[OH:4].[OH-].[Na+:14]. (7) Given the product [NH2:26][C@H:16]([C:3]1[N:4]=[C:5]([Br:15])[C:6]([NH:8][C:9](=[O:14])[C:10]([F:11])([F:13])[F:12])=[CH:7][C:2]=1[Br:1])[CH2:17][C:18]1[CH:19]=[C:20]([F:25])[CH:21]=[C:22]([F:24])[CH:23]=1.[C:34]([OH:40])([C:36]([F:39])([F:38])[F:37])=[O:35], predict the reactants needed to synthesize it. The reactants are: [Br:1][C:2]1[C:3]([C@@H:16]([NH:26]C(=O)OC(C)(C)C)[CH2:17][C:18]2[CH:23]=[C:22]([F:24])[CH:21]=[C:20]([F:25])[CH:19]=2)=[N:4][C:5]([Br:15])=[C:6]([NH:8][C:9](=[O:14])[C:10]([F:13])([F:12])[F:11])[CH:7]=1.[C:34]([OH:40])([C:36]([F:39])([F:38])[F:37])=[O:35].C(Cl)Cl. (8) The reactants are: [CH3:1][O:2][C:3]([C:5]1[N:6]([C:19]([O:21][C:22]([CH3:25])([CH3:24])[CH3:23])=[O:20])[C:7]2[C:12]([CH:13]=1)=[CH:11][C:10]([CH2:14]Br)=[CH:9][C:8]=2[N+:16]([O-:18])=[O:17])=[O:4].[C:26]1(=[O:36])[NH:30][C:29](=[O:31])[C:28]2=[CH:32][CH:33]=[CH:34][CH:35]=[C:27]12.[K].O. Given the product [CH3:1][O:2][C:3]([C:5]1[N:6]([C:19]([O:21][C:22]([CH3:25])([CH3:24])[CH3:23])=[O:20])[C:7]2[C:12]([CH:13]=1)=[CH:11][C:10]([CH2:14][N:30]1[C:26](=[O:36])[C:27]3[C:28](=[CH:32][CH:33]=[CH:34][CH:35]=3)[C:29]1=[O:31])=[CH:9][C:8]=2[N+:16]([O-:18])=[O:17])=[O:4], predict the reactants needed to synthesize it.